This data is from Forward reaction prediction with 1.9M reactions from USPTO patents (1976-2016). The task is: Predict the product of the given reaction. (1) Given the reactants Br[C:2]1[CH:3]=[C:4]([C:8]2[N:9]=[C:10]([CH:20]([CH3:22])[CH3:21])[NH:11][C:12]=2[C:13]2[CH:18]=[CH:17][CH:16]=[C:15]([CH3:19])[N:14]=2)[CH:5]=[CH:6][CH:7]=1.C(OC([N:30]1[CH:34]=[CH:33][CH:32]=[C:31]1B(O)O)=O)(C)(C)C.C[O-].[Na+].O, predict the reaction product. The product is: [CH:20]([C:10]1[NH:11][C:12]([C:13]2[CH:18]=[CH:17][CH:16]=[C:15]([CH3:19])[N:14]=2)=[C:8]([C:4]2[CH:5]=[CH:6][CH:7]=[C:2]([C:31]3[NH:30][CH:34]=[CH:33][CH:32]=3)[CH:3]=2)[N:9]=1)([CH3:22])[CH3:21]. (2) Given the reactants [CH2:1]([O:8][C:9]([N:11]1[CH2:16][CH2:15][N:14]([C:17]([C:20](OCC)=[O:21])([CH3:19])[CH3:18])[CH2:13][CH2:12]1)=[O:10])[C:2]1[CH:7]=[CH:6][CH:5]=[CH:4][CH:3]=1.[H-].[Al+3].[Li+].[H-].[H-].[H-].O.[Na], predict the reaction product. The product is: [CH2:1]([O:8][C:9]([N:11]1[CH2:12][CH2:13][N:14]([C:17]([CH3:19])([CH3:18])[CH2:20][OH:21])[CH2:15][CH2:16]1)=[O:10])[C:2]1[CH:7]=[CH:6][CH:5]=[CH:4][CH:3]=1. (3) Given the reactants [C:1]1([C:11]2[CH:16]=[CH:15][CH:14]=[CH:13][C:12]=2[CH3:17])[C:10]2[C:5](=[CH:6][CH:7]=[CH:8][CH:9]=2)[CH:4]=[CH:3][CH:2]=1.[Br:18]N1C(=O)CCC1=O, predict the reaction product. The product is: [C:1]1([C:11]2[CH:16]=[CH:15][CH:14]=[CH:13][C:12]=2[CH2:17][Br:18])[C:10]2[C:5](=[CH:6][CH:7]=[CH:8][CH:9]=2)[CH:4]=[CH:3][CH:2]=1. (4) Given the reactants C(=O)([O-])[O-].[Cs+].[Cs+].Br[CH2:8][C:9]1[CH:14]=[CH:13][C:12]([F:15])=[CH:11][CH:10]=1.[OH:16][C:17]1[CH:22]=[CH:21][C:20]([S:23]([NH:26][CH2:27][C@H:28]([N:33]2[CH2:38][CH2:37][CH2:36][CH2:35][CH2:34]2)[C:29]([O:31][CH3:32])=[O:30])(=[O:25])=[O:24])=[CH:19][CH:18]=1, predict the reaction product. The product is: [F:15][C:12]1[CH:13]=[CH:14][C:9]([CH2:8][O:16][C:17]2[CH:18]=[CH:19][C:20]([S:23]([NH:26][CH2:27][C@H:28]([N:33]3[CH2:38][CH2:37][CH2:36][CH2:35][CH2:34]3)[C:29]([O:31][CH3:32])=[O:30])(=[O:25])=[O:24])=[CH:21][CH:22]=2)=[CH:10][CH:11]=1. (5) Given the reactants [NH2:1][C:2]1[N:7]=[C:6]([C:8]([O:10][CH3:11])=[O:9])[CH:5]=[CH:4][CH:3]=1.C(=O)(O)[O-].[Na+].[CH2:17]([O:24][C:25](Cl)=[O:26])[C:18]1[CH:23]=[CH:22][CH:21]=[CH:20][CH:19]=1.O, predict the reaction product. The product is: [CH2:17]([O:24][C:25]([NH:1][C:2]1[N:7]=[C:6]([C:8]([O:10][CH3:11])=[O:9])[CH:5]=[CH:4][CH:3]=1)=[O:26])[C:18]1[CH:23]=[CH:22][CH:21]=[CH:20][CH:19]=1. (6) The product is: [F:1][C:2]1[CH:7]=[C:6]([NH:10][C:11]2[CH:20]=[CH:19][CH:18]=[CH:17][C:12]=2[C:13]([NH:15][CH3:16])=[O:14])[C:5]([CH3:9])=[CH:4][N:3]=1. Given the reactants [F:1][C:2]1[CH:7]=[C:6](I)[C:5]([CH3:9])=[CH:4][N:3]=1.[NH2:10][C:11]1[CH:20]=[CH:19][CH:18]=[CH:17][C:12]=1[C:13]([NH:15][CH3:16])=[O:14].C(=O)([O-])[O-].[Cs+].[Cs+], predict the reaction product. (7) Given the reactants [CH3:1][C@H:2]([NH2:10])[CH2:3][C:4]1[CH:9]=[CH:8][CH:7]=[CH:6][CH:5]=1.[CH3:1][C@H:2]([NH2:10])[CH2:3][C:4]1[CH:9]=[CH:8][CH:7]=[CH:6][CH:5]=1.OS(O)(=O)=O.[OH-].[Na+], predict the reaction product. The product is: [CH3:1][C@H:2]([NH2:10])[CH2:3][C:4]1[CH:5]=[CH:6][CH:7]=[CH:8][CH:9]=1.